This data is from Reaction yield outcomes from USPTO patents with 853,638 reactions. The task is: Predict the reaction yield, written as a fraction of the theoretical maximum amount of product (1.0 means a 100% yield; for example, 0.34 means a 34% yield). (1) The reactants are [Cl-].[Li+].C([Mg]Br)C.C(Br)[CH2:8][C@H:9]([CH2:11][CH2:12][CH:13]=[C:14](C)C)[CH3:10].CC(=CCC[C@H](C)CCCC)C.C[C:31]([CH3:33])=[O:32].[OH:34]S(O)(=O)=O.O=[Cr](=O)=O. The catalyst is C1COCC1.CC(C)=O.[Cu]Cl. The product is [CH3:8][C@H:9]([CH2:11][CH2:12][CH2:13][CH3:14])[CH2:10][CH2:33][C:31]([OH:34])=[O:32]. The yield is 0.590. (2) The reactants are [Br:1][C:2]1[CH:3]=[CH:4][C:5]2[S:9][C:8]([S:10](Cl)(=[O:12])=[O:11])=[C:7]([CH3:14])[C:6]=2[CH:15]=1.[NH2:16][C:17]1[CH:18]=[C:19]([CH:25]=[CH:26][CH:27]=1)[C:20]([O:22][CH2:23][CH3:24])=[O:21].N1C=CC=CC=1. The catalyst is C(Cl)Cl. The product is [Br:1][C:2]1[CH:3]=[CH:4][C:5]2[S:9][C:8]([S:10]([NH:16][C:17]3[CH:18]=[C:19]([CH:25]=[CH:26][CH:27]=3)[C:20]([O:22][CH2:23][CH3:24])=[O:21])(=[O:12])=[O:11])=[C:7]([CH3:14])[C:6]=2[CH:15]=1. The yield is 0.360. (3) The reactants are Br[C:2]1[C:3]([C:10]#[N:11])=[CH:4][S:5][C:6]=1[N+:7]([O-:9])=[O:8].C([Sn]([C:25]1[CH:30]=[N:29][CH:28]=[CH:27][N:26]=1)(CCCC)CCCC)CCC. The catalyst is O1CCOCC1.C1C=CC([P]([Pd]([P](C2C=CC=CC=2)(C2C=CC=CC=2)C2C=CC=CC=2)([P](C2C=CC=CC=2)(C2C=CC=CC=2)C2C=CC=CC=2)[P](C2C=CC=CC=2)(C2C=CC=CC=2)C2C=CC=CC=2)(C2C=CC=CC=2)C2C=CC=CC=2)=CC=1. The product is [N+:7]([C:6]1[S:5][CH:4]=[C:3]([C:10]#[N:11])[C:2]=1[C:25]1[CH:30]=[N:29][CH:28]=[CH:27][N:26]=1)([O-:9])=[O:8]. The yield is 0.530. (4) The reactants are [F:1][C:2]1[CH:10]=[CH:9][C:8]([N:11]([CH3:20])[S:12]([C:15]2[S:16][CH:17]=[CH:18][CH:19]=2)(=[O:14])=[O:13])=[C:7]2[C:3]=1[CH:4]=[C:5]([C:24]([OH:26])=O)[N:6]2[CH2:21][O:22][CH3:23].C[N:28](C)C=O.Cl.CN(C)CCCN=C=NCC. The catalyst is C(OCC)(=O)C. The product is [F:1][C:2]1[CH:10]=[CH:9][C:8]([N:11]([CH3:20])[S:12]([C:15]2[S:16][CH:17]=[CH:18][CH:19]=2)(=[O:14])=[O:13])=[C:7]2[C:3]=1[CH:4]=[C:5]([C:24]([NH2:28])=[O:26])[N:6]2[CH2:21][O:22][CH3:23]. The yield is 1.00.